From a dataset of Reaction yield outcomes from USPTO patents with 853,638 reactions. Predict the reaction yield, written as a fraction of the theoretical maximum amount of product (1.0 means a 100% yield; for example, 0.34 means a 34% yield). The reactants are [Br:1][C:2]1[CH:3]=[C:4]2[C:9](=[CH:10][CH:11]=1)[C:8]([CH2:12][N:13]1[C:19](=[O:20])[C@@H:18]([NH:21][C:22](=[O:34])[C@@H:23]([N:25](C)[C:26](=O)OC(C)(C)C)[CH3:24])[C@H:17]([CH3:35])[N:16]([C:36](=[O:41])[CH2:37][CH2:38][O:39][CH3:40])[C:15]3[CH:42]=[CH:43][CH:44]=[CH:45][C:14]1=3)=[C:7]([O:46][CH3:47])[CH:6]=[CH:5]2.[ClH:48]. The catalyst is CO.CCOCC. The product is [ClH:48].[Br:1][C:2]1[CH:3]=[C:4]2[C:9](=[CH:10][CH:11]=1)[C:8]([CH2:12][N:13]1[C:19](=[O:20])[C@@H:18]([NH:21][C:22](=[O:34])[C@@H:23]([NH:25][CH3:26])[CH3:24])[C@H:17]([CH3:35])[N:16]([C:36](=[O:41])[CH2:37][CH2:38][O:39][CH3:40])[C:15]3[CH:42]=[CH:43][CH:44]=[CH:45][C:14]1=3)=[C:7]([O:46][CH3:47])[CH:6]=[CH:5]2. The yield is 0.910.